Dataset: Full USPTO retrosynthesis dataset with 1.9M reactions from patents (1976-2016). Task: Predict the reactants needed to synthesize the given product. (1) Given the product [CH:28]([C:25]1[CH:24]=[CH:23][C:22](/[CH:21]=[CH:20]/[C:11]2[C:12]3[C:17](=[CH:16][CH:15]=[CH:14][CH:13]=3)[CH:18]=[CH:19][C:10]=2[C:8]([NH:7][C:4]([CH3:6])([CH3:5])[C:3]([OH:31])=[O:2])=[O:9])=[CH:27][CH:26]=1)([CH3:30])[CH3:29], predict the reactants needed to synthesize it. The reactants are: C[O:2][C:3](=[O:31])[C:4]([NH:7][C:8]([C:10]1[CH:19]=[CH:18][C:17]2[C:12](=[CH:13][CH:14]=[CH:15][CH:16]=2)[C:11]=1/[CH:20]=[CH:21]/[C:22]1[CH:27]=[CH:26][C:25]([CH:28]([CH3:30])[CH3:29])=[CH:24][CH:23]=1)=[O:9])([CH3:6])[CH3:5].O.O[Li].O. (2) The reactants are: [Cl:1][C:2]1[CH:7]=[CH:6][N:5]=[C:4]2[NH:8][C:9]([C:11]3[CH:16]=[CH:15][C:14]([CH2:17][N:18]4[CH2:23][CH2:22][O:21][CH2:20][CH2:19]4)=[CH:13][CH:12]=3)=[N:10][C:3]=12.[NH2:24][C:25]([C:27]1[CH:32]=[CH:31][C:30](B(O)O)=[CH:29][CH:28]=1)=[O:26].C(=O)([O-])[O-].[Na+].[Na+]. Given the product [ClH:1].[N:18]1([CH2:17][C:14]2[CH:15]=[CH:16][C:11]([C:9]3[NH:8][C:4]4=[N:5][CH:6]=[CH:7][C:2]([C:30]5[CH:31]=[CH:32][C:27]([C:25]([NH2:24])=[O:26])=[CH:28][CH:29]=5)=[C:3]4[N:10]=3)=[CH:12][CH:13]=2)[CH2:23][CH2:22][O:21][CH2:20][CH2:19]1, predict the reactants needed to synthesize it. (3) Given the product [O:14]([CH2:21][C:22]1[O:11][C:10]([C:8]2[CH:7]=[CH:6][C:5]3[NH:1][CH:2]=[N:3][C:4]=3[CH:9]=2)=[N:12][N:13]=1)[C:15]1[CH:20]=[CH:19][CH:18]=[CH:17][CH:16]=1, predict the reactants needed to synthesize it. The reactants are: [N:1]1[C:5]2[CH:6]=[CH:7][C:8]([C:10]([NH:12][NH2:13])=[O:11])=[CH:9][C:4]=2[NH:3][CH:2]=1.[O:14]([CH2:21][C:22](O)=O)[C:15]1[CH:20]=[CH:19][CH:18]=[CH:17][CH:16]=1. (4) Given the product [F:1][C:2]1[CH:14]=[CH:13][CH:12]=[C:4]([NH:5][C:6]2[CH:11]=[CH:10][CH:9]=[CH:8][CH:7]=2)[C:3]=1[NH2:15], predict the reactants needed to synthesize it. The reactants are: [F:1][C:2]1[C:3]([N+:15]([O-])=O)=[C:4]([CH:12]=[CH:13][CH:14]=1)[NH:5][C:6]1[CH:11]=[CH:10][CH:9]=[CH:8][CH:7]=1.